From a dataset of Forward reaction prediction with 1.9M reactions from USPTO patents (1976-2016). Predict the product of the given reaction. Given the reactants [OH:1][C:2]1[CH:3]=[C:4]([CH:31]=[CH:32][C:33]=1[O:34][CH3:35])[CH2:5][CH:6]1[C:15]2[C:10](=[CH:11][C:12]([O:18][CH3:19])=[C:13]([O:16][CH3:17])[CH:14]=2)[CH2:9][CH2:8][N:7]1[CH2:20][C:21]([NH:23][CH2:24][C:25]1[CH:30]=[CH:29][CH:28]=[CH:27][CH:26]=1)=[O:22].Br[CH:37]([CH2:39][CH3:40])[CH3:38], predict the reaction product. The product is: [CH3:38][CH:37]([O:1][C:2]1[CH:3]=[C:4]([CH:31]=[CH:32][C:33]=1[O:34][CH3:35])[CH2:5][CH:6]1[C:15]2[C:10](=[CH:11][C:12]([O:18][CH3:19])=[C:13]([O:16][CH3:17])[CH:14]=2)[CH2:9][CH2:8][N:7]1[CH2:20][C:21]([NH:23][CH2:24][C:25]1[CH:30]=[CH:29][CH:28]=[CH:27][CH:26]=1)=[O:22])[CH2:39][CH3:40].